This data is from Forward reaction prediction with 1.9M reactions from USPTO patents (1976-2016). The task is: Predict the product of the given reaction. (1) Given the reactants [F:1][C:2]1[CH:3]=[C:4]([C:11]2[CH:16]=[CH:15][C:14]([C:17]([F:20])([F:19])[F:18])=[CH:13][CH:12]=2)[CH:5]=[CH:6][C:7]=1[CH2:8][CH:9]=[O:10].[BH4-].[Na+].CCOC(C)=O.CCCCCC, predict the reaction product. The product is: [F:1][C:2]1[CH:3]=[C:4]([C:11]2[CH:16]=[CH:15][C:14]([C:17]([F:18])([F:19])[F:20])=[CH:13][CH:12]=2)[CH:5]=[CH:6][C:7]=1[CH2:8][CH2:9][OH:10]. (2) Given the reactants [Br:1][C:2]1[C:11]2[CH2:10][CH2:9][CH2:8][CH:7]([NH2:12])[C:6]=2[CH:5]=[N:4][CH:3]=1.[C:13](O)(=[O:16])[CH2:14][CH3:15].CCN=C=NCCCN(C)C.OP([O-])(O)=O.[K+], predict the reaction product. The product is: [Br:1][C:2]1[C:11]2[CH2:10][CH2:9][CH2:8][CH:7]([NH:12][C:13](=[O:16])[CH2:14][CH3:15])[C:6]=2[CH:5]=[N:4][CH:3]=1. (3) Given the reactants [OH:1][C:2]1[CH:6]=[C:5]([C@@H:7]([OH:9])[CH3:8])[NH:4][N:3]=1.[C:10]1([CH3:20])[CH:15]=[CH:14][C:13]([S:16](Cl)(=[O:18])=[O:17])=[CH:12][CH:11]=1.C(N(CC)CC)C, predict the reaction product. The product is: [OH:9][C@H:7]([C:5]1[NH:4][N:3]=[C:2]([O:1][S:16]([C:13]2[CH:14]=[CH:15][C:10]([CH3:20])=[CH:11][CH:12]=2)(=[O:18])=[O:17])[CH:6]=1)[CH3:8]. (4) Given the reactants Cl[C:2]1[N:7]=[C:6]([CH3:8])[CH:5]=[CH:4][N:3]=1.ClC1[N:15]=[CH:14][C:13]([CH3:16])=CN=1, predict the reaction product. The product is: [NH:15]1[CH2:14][CH:13]([C:2]2[N:7]=[C:6]([CH3:8])[CH:5]=[CH:4][N:3]=2)[CH2:16]1. (5) The product is: [Cl:1][C:2]1[CH:3]=[CH:4][C:5]([O:6][C:7]2[CH:12]=[CH:11][C:10]([C:13]([OH:20])([C:27]#[C:28][CH3:29])[CH2:14][N:15]3[CH:19]=[N:18][CH:17]=[N:16]3)=[C:9]([C:21]([F:24])([F:22])[F:23])[CH:8]=2)=[CH:25][CH:26]=1. Given the reactants [Cl:1][C:2]1[CH:26]=[CH:25][C:5]([O:6][C:7]2[CH:12]=[CH:11][C:10]([C:13](=[O:20])[CH2:14][N:15]3[CH:19]=[N:18][CH:17]=[N:16]3)=[C:9]([C:21]([F:24])([F:23])[F:22])[CH:8]=2)=[CH:4][CH:3]=1.[C:27]([Mg]Br)#[C:28][CH3:29], predict the reaction product.